This data is from Full USPTO retrosynthesis dataset with 1.9M reactions from patents (1976-2016). The task is: Predict the reactants needed to synthesize the given product. (1) Given the product [C:15]([C:10]1[C:9]2[C:13](=[CH:14][C:6]([C:4]([OH:3])=[O:5])=[CH:7][CH:8]=2)[NH:12][CH:11]=1)(=[O:21])[NH2:16], predict the reactants needed to synthesize it. The reactants are: C([O:3][C:4]([C:6]1[CH:14]=[C:13]2[C:9]([C:10]([C:15]#[N:16])=[CH:11][NH:12]2)=[CH:8][CH:7]=1)=[O:5])C.OO.NC(N)=[O:21]. (2) Given the product [Cl:1][C:2]1[CH:11]=[CH:10][C:9]2[C:4](=[CH:5][CH:6]=[C:7]([O:12][CH2:18][C:17]3[CH:20]=[CH:21][CH:22]=[C:15]([O:14][CH3:13])[CH:16]=3)[CH:8]=2)[N:3]=1, predict the reactants needed to synthesize it. The reactants are: [Cl:1][C:2]1[CH:11]=[CH:10][C:9]2[C:4](=[CH:5][CH:6]=[C:7]([OH:12])[CH:8]=2)[N:3]=1.[CH3:13][O:14][C:15]1[CH:16]=[C:17]([CH:20]=[CH:21][CH:22]=1)[CH2:18]Br.C(=O)([O-])[O-].[K+].[K+].O. (3) The reactants are: Br.Br[CH2:3][C:4]([C:6]1[CH:11]=[CH:10][N:9]=[CH:8][CH:7]=1)=O.[O:12]1[C:16]2[CH:17]=[CH:18][C:19]([NH:21][C:22]([NH2:24])=[S:23])=[CH:20][C:15]=2[O:14][CH2:13]1.N. Given the product [O:12]1[C:16]2[CH:17]=[CH:18][C:19]([NH:21][C:22]3[S:23][CH:3]=[C:4]([C:6]4[CH:11]=[CH:10][N:9]=[CH:8][CH:7]=4)[N:24]=3)=[CH:20][C:15]=2[O:14][CH2:13]1, predict the reactants needed to synthesize it. (4) Given the product [ClH:24].[ClH:24].[NH2:8][CH:9]1[CH2:10][CH2:11][N:12]([C:15]([O:17][C:18]2[CH:19]=[N:20][CH:21]=[CH:22][CH:23]=2)=[O:16])[CH2:13][CH2:14]1, predict the reactants needed to synthesize it. The reactants are: C(OC([NH:8][CH:9]1[CH2:14][CH2:13][N:12]([C:15]([O:17][C:18]2[CH:19]=[N:20][CH:21]=[CH:22][CH:23]=2)=[O:16])[CH2:11][CH2:10]1)=O)(C)(C)C.[ClH:24].CCOC(C)=O.